The task is: Predict the reaction yield, written as a fraction of the theoretical maximum amount of product (1.0 means a 100% yield; for example, 0.34 means a 34% yield).. This data is from Reaction yield outcomes from USPTO patents with 853,638 reactions. (1) The reactants are O1CCCC1.[CH3:6][C:7]1[CH:12]=[CH:11][N:10]=[C:9]([O:13][CH2:14][C:15]2[CH:20]=[CH:19][C:18]([CH2:21][C:22](Cl)=[N:23][OH:24])=[CH:17][CH:16]=2)[CH:8]=1.[C:26]([C:28]1[C:29]([NH2:34])=[N:30][CH:31]=[CH:32][CH:33]=1)#[CH:27].C(N(CC)CC)C. The catalyst is O. The product is [CH3:6][C:7]1[CH:12]=[CH:11][N:10]=[C:9]([O:13][CH2:14][C:15]2[CH:20]=[CH:19][C:18]([CH2:21][C:22]3[CH:27]=[C:26]([C:28]4[C:29]([NH2:34])=[N:30][CH:31]=[CH:32][CH:33]=4)[O:24][N:23]=3)=[CH:17][CH:16]=2)[CH:8]=1. The yield is 0.206. (2) The reactants are [C:1]([O:5][C:6]([NH:8][C@H:9]([C:35]([O:37][CH3:38])=[O:36])[CH2:10][C:11]1[CH:16]=[CH:15][C:14]([CH:17]=[CH:18][CH2:19][C:20]2[CH:25]=[CH:24][CH:23]=[C:22]([N:26]([C:28]([O:30][C:31]([CH3:34])([CH3:33])[CH3:32])=[O:29])[CH3:27])[N:21]=2)=[CH:13][N:12]=1)=[O:7])([CH3:4])([CH3:3])[CH3:2]. The catalyst is C(O)C.[Pd]. The product is [C:1]([O:5][C:6]([NH:8][C@H:9]([C:35]([O:37][CH3:38])=[O:36])[CH2:10][C:11]1[CH:16]=[CH:15][C:14]([CH2:17][CH2:18][CH2:19][C:20]2[CH:25]=[CH:24][CH:23]=[C:22]([N:26]([C:28]([O:30][C:31]([CH3:33])([CH3:32])[CH3:34])=[O:29])[CH3:27])[N:21]=2)=[CH:13][N:12]=1)=[O:7])([CH3:4])([CH3:2])[CH3:3]. The yield is 0.620. (3) The reactants are I[C:2]1[CH:7]=[CH:6][C:5]([S:8]([CH3:11])(=[O:10])=[O:9])=[CH:4][C:3]=1[C:12]([N:14]1[CH2:19][CH2:18][N:17]([C:20]2[CH:25]=[CH:24][C:23]([C:26]([F:29])([F:28])[F:27])=[CH:22][CH:21]=2)[CH2:16][CH2:15]1)=[O:13].[CH:30]1([NH2:34])[CH2:33][CH2:32][CH2:31]1. The catalyst is CC(N(C)C)=O. The product is [CH:30]1([NH:34][C:2]2[CH:7]=[CH:6][C:5]([S:8]([CH3:11])(=[O:10])=[O:9])=[CH:4][C:3]=2[C:12]([N:14]2[CH2:19][CH2:18][N:17]([C:20]3[CH:25]=[CH:24][C:23]([C:26]([F:29])([F:28])[F:27])=[CH:22][CH:21]=3)[CH2:16][CH2:15]2)=[O:13])[CH2:33][CH2:32][CH2:31]1. The yield is 0.540. (4) The reactants are [H-].[H-].[H-].[H-].[Li+].[Al+3].[CH3:7][O:8][CH:9]1[CH2:14][CH2:13][N:12]([C:15](=O)[C@@H:16]([NH:20][C:21](=O)OC(C)(C)C)[CH:17]([CH3:19])[CH3:18])[CH2:11][CH2:10]1.O.[OH-].[Na+]. The catalyst is C1COCC1. The product is [CH3:7][O:8][CH:9]1[CH2:14][CH2:13][N:12]([CH2:15][C@@H:16]([NH:20][CH3:21])[CH:17]([CH3:19])[CH3:18])[CH2:11][CH2:10]1. The yield is 0.800.